This data is from Peptide-MHC class II binding affinity with 134,281 pairs from IEDB. The task is: Regression. Given a peptide amino acid sequence and an MHC pseudo amino acid sequence, predict their binding affinity value. This is MHC class II binding data. The peptide sequence is DKISDVSTIVPYIGP. The MHC is HLA-DQA10501-DQB10201 with pseudo-sequence HLA-DQA10501-DQB10201. The binding affinity (normalized) is 0.443.